Dataset: Full USPTO retrosynthesis dataset with 1.9M reactions from patents (1976-2016). Task: Predict the reactants needed to synthesize the given product. The reactants are: [O:1]=[C:2]1[CH:7]([N:8]2[CH2:16][C:15]3[C:10](=[CH:11][CH:12]=[C:13]([CH2:17][NH:18][C:19]([CH:21]4[CH2:26][CH2:25][N:24](C(OC(C)(C)C)=O)[CH2:23][CH2:22]4)=[O:20])[CH:14]=3)[C:9]2=[O:34])[CH2:6][CH2:5][C:4](=[O:35])[NH:3]1.Cl. Given the product [O:1]=[C:2]1[CH:7]([N:8]2[CH2:16][C:15]3[C:10](=[CH:11][CH:12]=[C:13]([CH2:17][NH:18][C:19]([CH:21]4[CH2:26][CH2:25][NH:24][CH2:23][CH2:22]4)=[O:20])[CH:14]=3)[C:9]2=[O:34])[CH2:6][CH2:5][C:4](=[O:35])[NH:3]1, predict the reactants needed to synthesize it.